This data is from Catalyst prediction with 721,799 reactions and 888 catalyst types from USPTO. The task is: Predict which catalyst facilitates the given reaction. (1) Reactant: [Cl:1][C:2]1[CH:9]=[C:8]([O:10][CH:11]2[CH2:16][CH2:15][CH2:14][CH2:13][O:12]2)[CH:7]=[CH:6][C:3]=1[CH:4]=O.[N:17]1([CH2:22][CH2:23][O:24][C:25]2[CH:30]=[CH:29][C:28]([NH2:31])=[CH:27][CH:26]=2)[CH2:21][CH2:20][CH2:19][CH2:18]1.S([O-])([O-])(=O)=O.[Mg+2].[BH4-].[Na+]. Product: [Cl:1][C:2]1[CH:9]=[C:8]([O:10][CH:11]2[CH2:16][CH2:15][CH2:14][CH2:13][O:12]2)[CH:7]=[CH:6][C:3]=1[CH2:4][NH:31][C:28]1[CH:29]=[CH:30][C:25]([O:24][CH2:23][CH2:22][N:17]2[CH2:21][CH2:20][CH2:19][CH2:18]2)=[CH:26][CH:27]=1. The catalyst class is: 61. (2) Reactant: [NH2:1][C:2]1[CH:3]=[C:4]([CH:7]=[C:8]([CH3:36])[C:9]=1[C:10]#[C:11][CH2:12][C:13]([OH:35])([C:31]([F:34])([F:33])[F:32])[CH2:14][C:15]([C:18]1[C:26]2[O:25][CH2:24][CH2:23][C:22]=2[CH:21]=[C:20]([S:27]([CH3:30])(=[O:29])=[O:28])[CH:19]=1)([CH3:17])[CH3:16])[C:5]#[N:6].[F:37][C:38]([F:49])([F:48])[C:39](O[C:39](=[O:40])[C:38]([F:49])([F:48])[F:37])=[O:40]. Product: [C:5]([C:4]1[CH:7]=[C:8]([CH3:36])[C:9]([C:10]#[C:11][CH2:12][C:13]([OH:35])([C:31]([F:33])([F:34])[F:32])[CH2:14][C:15]([C:18]2[C:26]3[O:25][CH2:24][CH2:23][C:22]=3[CH:21]=[C:20]([S:27]([CH3:30])(=[O:29])=[O:28])[CH:19]=2)([CH3:17])[CH3:16])=[C:2]([NH:1][C:39](=[O:40])[C:38]([F:49])([F:48])[F:37])[CH:3]=1)#[N:6]. The catalyst class is: 4. (3) Reactant: [CH3:1][S:2][C:3]1[CH:8]=[CH:7][C:6]([NH:9][S:10]([C:13]2[CH:18]=[CH:17][CH:16]=[CH:15][C:14]=2[N+:19]([O-:21])=[O:20])(=[O:12])=[O:11])=[CH:5][CH:4]=1.[C:22]([O:26][C:27]([N:29]1[CH2:34][CH2:33][CH:32]([CH2:35][CH2:36][CH2:37]O)[CH2:31][CH2:30]1)=[O:28])([CH3:25])([CH3:24])[CH3:23].C1(P(C2C=CC=CC=2)C2C=CC=CC=2)C=CC=CC=1.CC(OC(/N=N/C(OC(C)(C)C)=O)=O)(C)C. Product: [C:22]([O:26][C:27]([N:29]1[CH2:34][CH2:33][CH:32]([CH2:35][CH2:36][CH2:37][N:9]([C:6]2[CH:7]=[CH:8][C:3]([S:2][CH3:1])=[CH:4][CH:5]=2)[S:10]([C:13]2[CH:18]=[CH:17][CH:16]=[CH:15][C:14]=2[N+:19]([O-:21])=[O:20])(=[O:12])=[O:11])[CH2:31][CH2:30]1)=[O:28])([CH3:25])([CH3:24])[CH3:23]. The catalyst class is: 11. (4) Reactant: [CH:1]1[C:10]2[CH:9]=[CH:8][CH:7]=[C:6]([NH2:11])[C:5]=2[CH:4]=[CH:3][N:2]=1.CCN(C(C)C)C(C)C.[N:21]([CH:24]1[CH2:28][CH2:27][CH2:26][CH2:25]1)=[C:22]=[O:23]. The catalyst class is: 2. Product: [CH:24]1([NH:21][C:22]([NH:11][C:6]2[CH:7]=[CH:8][CH:9]=[C:10]3[C:5]=2[CH2:4][CH2:3][N:2]=[CH:1]3)=[O:23])[CH2:28][CH2:27][CH2:26][CH2:25]1. (5) Reactant: [Cl:1][C:2]1[CH:7]=[CH:6][CH:5]=[CH:4][CH:3]=1.[C:8](Cl)(=[O:11])[CH:9]=[CH2:10].[Cl-].[Al+3].[Cl-].[Cl-]. Product: [Cl:1][C:2]1[CH:7]=[CH:6][C:5]([C:8](=[O:11])[CH:9]=[CH2:10])=[CH:4][CH:3]=1. The catalyst class is: 4. (6) Reactant: [F:1][C:2]1[CH:7]=[CH:6][CH:5]=[C:4]([OH:8])[C:3]=1[OH:9].C(=O)([O-])[O-].[K+].[K+].Br[CH2:17][CH2:18]Br.O. Product: [F:1][C:2]1[C:3]2[O:9][CH2:18][CH2:17][O:8][C:4]=2[CH:5]=[CH:6][CH:7]=1. The catalyst class is: 9.